From a dataset of Full USPTO retrosynthesis dataset with 1.9M reactions from patents (1976-2016). Predict the reactants needed to synthesize the given product. (1) The reactants are: Br[C:2]1[C:10]2[N:9]3[CH2:11][CH2:12][NH:13][C:14](=[O:15])[C:8]3=[C:7]([CH3:16])[C:6]=2[CH:5]=[C:4]([C:17]#[N:18])[CH:3]=1.[Cl:19][C:20]1[CH:21]=[C:22](B(O)O)[CH:23]=[C:24]([Cl:26])[CH:25]=1. Given the product [Cl:19][C:20]1[CH:21]=[C:22]([C:2]2[C:10]3[N:9]4[CH2:11][CH2:12][NH:13][C:14](=[O:15])[C:8]4=[C:7]([CH3:16])[C:6]=3[CH:5]=[C:4]([C:17]#[N:18])[CH:3]=2)[CH:23]=[C:24]([Cl:26])[CH:25]=1, predict the reactants needed to synthesize it. (2) Given the product [CH:21]([NH:24][C:2]1[N:3]=[C:4]2[CH:10]=[CH:9][N:8]([S:11]([C:14]3[CH:19]=[CH:18][C:17]([CH3:20])=[CH:16][CH:15]=3)(=[O:13])=[O:12])[C:5]2=[N:6][CH:7]=1)([CH3:23])[CH3:22], predict the reactants needed to synthesize it. The reactants are: Br[C:2]1[N:3]=[C:4]2[CH:10]=[CH:9][N:8]([S:11]([C:14]3[CH:19]=[CH:18][C:17]([CH3:20])=[CH:16][CH:15]=3)(=[O:13])=[O:12])[C:5]2=[N:6][CH:7]=1.[CH:21]([NH2:24])([CH3:23])[CH3:22].C(=O)([O-])[O-].[Cs+].[Cs+].C1C=CC(P(C2C(C3C(P(C4C=CC=CC=4)C4C=CC=CC=4)=CC=C4C=3C=CC=C4)=C3C(C=CC=C3)=CC=2)C2C=CC=CC=2)=CC=1. (3) The reactants are: [F:1][C:2]1[CH:7]=[CH:6][CH:5]=[C:4]([N:8]2[N:12]=[CH:11][CH:10]=[N:9]2)[C:3]=1[C:13]([N:15]1[CH2:19][CH:18]2[CH2:20][N:21]([C:23]3[N:28]=[C:27]([OH:29])[CH:26]=[C:25]([CH3:30])[N:24]=3)[CH2:22][CH:17]2[CH2:16]1)=[O:14].CC([O-])(C)C.[K+].C1C=CC(N([S:44]([C:47]([F:50])([F:49])[F:48])(=[O:46])=[O:45])[S:44]([C:47]([F:50])([F:49])[F:48])(=[O:46])=[O:45])=CC=1. Given the product [F:48][C:47]([F:50])([F:49])[S:44]([O:29][C:27]1[CH:26]=[C:25]([CH3:30])[N:24]=[C:23]([N:21]2[CH2:20][CH:18]3[CH:17]([CH2:16][N:15]([C:13](=[O:14])[C:3]4[C:4]([N:8]5[N:12]=[CH:11][CH:10]=[N:9]5)=[CH:5][CH:6]=[CH:7][C:2]=4[F:1])[CH2:19]3)[CH2:22]2)[N:28]=1)(=[O:46])=[O:45], predict the reactants needed to synthesize it. (4) Given the product [CH2:6]([O:5][C:3](=[O:4])[CH2:2][NH:1][C:8](=[O:15])[C:9]1[CH:14]=[CH:13][CH:12]=[CH:11][CH:10]=1)[CH3:7], predict the reactants needed to synthesize it. The reactants are: [NH2:1][CH2:2][C:3]([O:5][CH2:6][CH3:7])=[O:4].[C:8](Cl)(=[O:15])[C:9]1[CH:14]=[CH:13][CH:12]=[CH:11][CH:10]=1. (5) Given the product [F:18][C:13]1[CH:12]=[C:11]([CH:16]=[CH:15][C:14]=1[F:17])[CH2:10][N:7]([O:8][CH3:9])[C:6]([C:5]1[CH2:30][N:31]([CH3:32])[C:3](=[O:21])[C:4]=1[OH:20])=[O:19], predict the reactants needed to synthesize it. The reactants are: CO[C:3](=[O:21])[C:4]([OH:20])=[CH:5][C:6](=[O:19])[N:7]([CH2:10][C:11]1[CH:16]=[CH:15][C:14]([F:17])=[C:13]([F:18])[CH:12]=1)[O:8][CH3:9].C=O.CN.ClC1C=C(C=CC=1Cl)[CH2:30][N:31](C)[C:32](C1CN(C)C(=O)C=1O)=O.